This data is from Catalyst prediction with 721,799 reactions and 888 catalyst types from USPTO. The task is: Predict which catalyst facilitates the given reaction. (1) The catalyst class is: 1. Reactant: C([O:3][C:4]([C:6]1[N:7]=[C:8]([NH:11][C:12](=[O:16])[CH:13]([CH3:15])[CH3:14])[S:9][CH:10]=1)=O)C.[Li+].[BH4-]. Product: [C:12]([NH:11][C:8]1[S:9][CH:10]=[C:6]([CH2:4][OH:3])[N:7]=1)(=[O:16])[CH:13]([CH3:15])[CH3:14]. (2) Reactant: [OH:1][C:2]1([C:5]([OH:7])=O)[CH2:4][CH2:3]1.C(N(CC)C(C)C)(C)C.[NH2:17][C@@H:18]1[CH2:23][CH2:22][C@H:21]([N:24]2[C:29](=[O:30])[C:28]3[CH:31]=[C:32]([F:35])[CH:33]=[N:34][C:27]=3[N:26]([C:36]3[CH:37]=[C:38]([C:42]4[CH:47]=[CH:46][CH:45]=[CH:44][C:43]=4[CH2:48][N:49]4[CH2:54][CH2:53][O:52][CH2:51][CH2:50]4)[CH:39]=[CH:40][CH:41]=3)[C:25]2=[O:55])[CH2:20][CH2:19]1.C(OCC)(=O)C. Product: [F:35][C:32]1[CH:33]=[N:34][C:27]2[N:26]([C:36]3[CH:37]=[C:38]([C:42]4[CH:47]=[CH:46][CH:45]=[CH:44][C:43]=4[CH2:48][N:49]4[CH2:54][CH2:53][O:52][CH2:51][CH2:50]4)[CH:39]=[CH:40][CH:41]=3)[C:25](=[O:55])[N:24]([C@@H:21]3[CH2:22][CH2:23][C@H:18]([NH:17][C:5]([C:2]4([OH:1])[CH2:4][CH2:3]4)=[O:7])[CH2:19][CH2:20]3)[C:29](=[O:30])[C:28]=2[CH:31]=1. The catalyst class is: 35.